From a dataset of Reaction yield outcomes from USPTO patents with 853,638 reactions. Predict the reaction yield, written as a fraction of the theoretical maximum amount of product (1.0 means a 100% yield; for example, 0.34 means a 34% yield). The reactants are [NH2:1][C:2]1[CH:21]=[C:20]([O:22][CH3:23])[C:19]([O:24][CH3:25])=[CH:18][C:3]=1[C:4]([NH:6][C:7]1[CH:12]=[CH:11][C:10]([C:13]([C:16]#[N:17])([CH3:15])[CH3:14])=[CH:9][CH:8]=1)=[O:5].[CH3:26][S:27](Cl)(=[O:29])=[O:28].C([O-])([O-])=O.[K+].[K+]. The catalyst is C(Cl)Cl. The product is [C:16]([C:13]([CH3:15])([CH3:14])[C:10]1[CH:11]=[CH:12][C:7]([NH:6][C:4](=[O:5])[C:3]2[CH:18]=[C:19]([O:24][CH3:25])[C:20]([O:22][CH3:23])=[CH:21][C:2]=2[NH:1][S:27]([CH3:26])(=[O:29])=[O:28])=[CH:8][CH:9]=1)#[N:17]. The yield is 0.340.